Predict which catalyst facilitates the given reaction. From a dataset of Catalyst prediction with 721,799 reactions and 888 catalyst types from USPTO. (1) Reactant: [Br:1][C:2]1[CH:7]=[CH:6][C:5](F)=[C:4]([N+:9]([O-:11])=[O:10])[CH:3]=1.[NH2:12][C:13]1[CH:14]=[C:15]([NH:19][C:20](=[O:26])[O:21][C:22]([CH3:25])([CH3:24])[CH3:23])[CH:16]=[CH:17][CH:18]=1. Product: [C:22]([O:21][C:20](=[O:26])[NH:19][C:15]1[CH:16]=[CH:17][CH:18]=[C:13]([NH:12][C:5]2[CH:6]=[CH:7][C:2]([Br:1])=[CH:3][C:4]=2[N+:9]([O-:11])=[O:10])[CH:14]=1)([CH3:25])([CH3:23])[CH3:24]. The catalyst class is: 60. (2) Product: [CH3:16][O:17][C:18]1[N:23]=[CH:22][C:21]([C:2]2[N:6]3[N:7]=[CH:8][CH:9]=[CH:10][C:5]3=[N:4][C:3]=2[C:11]([O:13][CH2:14][CH3:15])=[O:12])=[CH:20][N:19]=1. Reactant: I[C:2]1[N:6]2[N:7]=[CH:8][CH:9]=[CH:10][C:5]2=[N:4][C:3]=1[C:11]([O:13][CH2:14][CH3:15])=[O:12].[CH3:16][O:17][C:18]1[N:23]=[CH:22][C:21](B(O)O)=[CH:20][N:19]=1.C(=O)([O-])[O-].[Na+].[Na+]. The catalyst class is: 294. (3) Reactant: C([O:3][C:4](=[O:31])[CH2:5][C:6]1[CH:11]=[CH:10][C:9]([CH:12]2[CH2:17][CH2:16][CH2:15][CH:14]([NH:18][CH:19]([C:21]3[C:30]4[C:25](=[CH:26][CH:27]=[CH:28][CH:29]=4)[CH:24]=[CH:23][CH:22]=3)[CH3:20])[CH2:13]2)=[CH:8][CH:7]=1)C.C(OC(=O)CC1C=CC(C2CCCC(N[C@@H](C3C4C(=CC=CC=4)C=CC=3)C)C2)=CC=1)C.[OH-].[Na+]. Product: [C:21]1([C@H:19]([NH:18][CH:14]2[CH2:15][CH2:16][CH2:17][CH:12]([C:9]3[CH:8]=[CH:7][C:6]([CH2:5][C:4]([OH:31])=[O:3])=[CH:11][CH:10]=3)[CH2:13]2)[CH3:20])[C:30]2[C:25](=[CH:26][CH:27]=[CH:28][CH:29]=2)[CH:24]=[CH:23][CH:22]=1. The catalyst class is: 5. (4) Reactant: [NH2:1][C:2]1[CH:7]=[C:6]([O:8][CH2:9][C:10]2[CH:15]=[CH:14][CH:13]=[CH:12][CH:11]=2)[C:5]([O:16][CH3:17])=[CH:4][C:3]=1[C:18](=[O:20])[CH3:19].C[O-].[Na+].[CH:24](OCC)=O.S(=O)(=O)(O)O. Product: [CH2:9]([O:8][C:6]1[CH:7]=[C:2]2[C:3]([C:18](=[O:20])[CH:19]=[CH:24][NH:1]2)=[CH:4][C:5]=1[O:16][CH3:17])[C:10]1[CH:15]=[CH:14][CH:13]=[CH:12][CH:11]=1. The catalyst class is: 30. (5) The catalyst class is: 51. Product: [O:1]1[CH2:6][CH2:5][N:4]([C:7]([C:9]2[CH:14]=[CH:13][CH:12]=[CH:11][C:10]=2[NH:15][C:16]([CH:18]2[CH2:27][CH2:26][C:25]3[C:20](=[C:21]([N:30]4[CH2:38][CH2:37][N:35]([CH3:36])[CH2:34][CH2:33]4)[CH:22]=[CH:23][C:24]=3[O:28][CH3:29])[CH2:19]2)=[O:17])=[O:8])[CH2:3][CH2:2]1. Reactant: [O:1]1[CH2:6][CH2:5][N:4]([C:7]([C:9]2[CH:14]=[CH:13][CH:12]=[CH:11][C:10]=2[NH:15][C:16]([CH:18]2[CH2:27][CH2:26][C:25]3[C:20](=[C:21]([NH2:30])[CH:22]=[CH:23][C:24]=3[O:28][CH3:29])[CH2:19]2)=[O:17])=[O:8])[CH2:3][CH2:2]1.Cl.Cl[CH2:33][CH2:34][N:35]([CH2:37][CH2:38]Cl)[CH3:36].C(=O)([O-])O.[Na+].[OH-].[NH4+].